Dataset: Forward reaction prediction with 1.9M reactions from USPTO patents (1976-2016). Task: Predict the product of the given reaction. (1) Given the reactants [Cl:1][C:2]1[CH:7]=[CH:6][C:5]([Cl:8])=[CH:4][C:3]=1[NH:9][NH2:10].[C:11]([CH2:16][C:17](OCC)=[O:18])(=O)[CH:12]([CH3:14])[CH3:13].C(O)C.[O-]CC.[Na+], predict the reaction product. The product is: [Cl:1][C:2]1[CH:7]=[CH:6][C:5]([Cl:8])=[CH:4][C:3]=1[N:9]1[C:17](=[O:18])[CH2:16][C:11]([CH:12]([CH3:14])[CH3:13])=[N:10]1. (2) Given the reactants C(N(CC)CC)C.ClC(Cl)(Cl)C(Cl)=O.[CH3:15][N:16]([CH3:33])[CH:17]1[C:26]2[CH2:25][O:24][C:23]([CH:27]=[N:28]O)=[CH:22][C:21]3=[CH:30][NH:31][CH:32]=[C:19]([C:20]=23)[CH2:18]1.C(=O)([O-])O.[Na+], predict the reaction product. The product is: [CH3:15][N:16]([CH3:33])[CH:17]1[C:26]2[CH2:25][O:24][C:23]([C:27]#[N:28])=[CH:22][C:21]3=[CH:30][NH:31][CH:32]=[C:19]([C:20]=23)[CH2:18]1. (3) Given the reactants [Br:1][C:2]1[CH:3]=[C:4]([CH2:21][CH:22]([OH:27])[C:23]([O:25][CH3:26])=[O:24])[CH:5]=[C:6]([Br:20])[C:7]=1[O:8][C:9]1[CH:14]=[C:13]([CH:15]([CH3:17])[CH3:16])[C:12]([OH:18])=[C:11](I)[CH:10]=1.C(N(C(C)C)CC)(C)C.[Cl-].[Li+].[CH:39]([C:41]1[CH:46]=[CH:45][N:44]=[CH:43][CH:42]=1)=[CH2:40], predict the reaction product. The product is: [Br:1][C:2]1[CH:3]=[C:4]([CH2:21][CH:22]([OH:27])[C:23]([O:25][CH3:26])=[O:24])[CH:5]=[C:6]([Br:20])[C:7]=1[O:8][C:9]1[CH:10]=[C:11](/[CH:40]=[CH:39]/[C:41]2[CH:46]=[CH:45][N:44]=[CH:43][CH:42]=2)[C:12]([OH:18])=[C:13]([CH:15]([CH3:17])[CH3:16])[CH:14]=1. (4) Given the reactants [CH2:1]([O:5][C:6]1[N:14]=[C:13]2[C:9]([N:10]=[C:11]([O:24]C)[N:12]2[CH2:15][CH2:16][CH2:17][CH:18]2[CH2:23][CH2:22][NH:21][CH2:20][CH2:19]2)=[C:8]([NH2:26])[N:7]=1)[CH2:2][CH2:3][CH3:4].I[CH2:28][CH:29]1[CH2:33][CH2:32][CH2:31][CH2:30]1, predict the reaction product. The product is: [NH2:26][C:8]1[N:7]=[C:6]([O:5][CH2:1][CH2:2][CH2:3][CH3:4])[N:14]=[C:13]2[C:9]=1[NH:10][C:11](=[O:24])[N:12]2[CH2:15][CH2:16][CH2:17][CH:18]1[CH2:19][CH2:20][N:21]([CH2:28][CH:29]2[CH2:33][CH2:32][CH2:31][CH2:30]2)[CH2:22][CH2:23]1. (5) Given the reactants [CH3:1][Si:2]1([CH3:18])[CH2:7][CH:6]2[CH:4]([N:5]2[S:8]([C:11]2[CH:16]=[CH:15][C:14]([CH3:17])=[CH:13][CH:12]=2)(=[O:10])=[O:9])[CH2:3]1.[H-].[Al+3].[Li+].[H-].[H-].[H-], predict the reaction product. The product is: [CH3:1][Si:2]1([CH3:18])[CH2:7][CH2:6][CH:4]([NH:5][S:8]([C:11]2[CH:16]=[CH:15][C:14]([CH3:17])=[CH:13][CH:12]=2)(=[O:10])=[O:9])[CH2:3]1.